Dataset: Catalyst prediction with 721,799 reactions and 888 catalyst types from USPTO. Task: Predict which catalyst facilitates the given reaction. (1) Reactant: [F:1][CH:2]([F:30])[C:3]1[C:11]2[C:6](=[CH:7][C:8]([Cl:12])=[CH:9][CH:10]=2)[N:5]([S:13]([C:16]2[CH:21]=[CH:20][C:19]([O:22][CH3:23])=[C:18]([N:24]3[CH2:29][CH2:28][NH:27][CH2:26][CH2:25]3)[CH:17]=2)(=[O:15])=[O:14])[CH:4]=1.C([BH3-])#N.[Na+].C(O)(=O)C.[C:39]1(=O)[CH2:42][CH2:41][CH2:40]1. Product: [Cl:12][C:8]1[CH:7]=[C:6]2[C:11]([C:3]([CH:2]([F:1])[F:30])=[CH:4][N:5]2[S:13]([C:16]2[CH:21]=[CH:20][C:19]([O:22][CH3:23])=[C:18]([N:24]3[CH2:29][CH2:28][N:27]([CH:39]4[CH2:42][CH2:41][CH2:40]4)[CH2:26][CH2:25]3)[CH:17]=2)(=[O:15])=[O:14])=[CH:10][CH:9]=1. The catalyst class is: 5. (2) Reactant: FC(F)(F)S([O-])(=O)=O.[C:9]1([S+:15]([C:27]2[CH:32]=[CH:31][CH:30]=[CH:29][CH:28]=2)[C:16]2[CH:25]=[C:24]3[C:19]([CH:20]=[CH:21][C:22](=[O:26])[O:23]3)=[CH:18][CH:17]=2)[CH:14]=[CH:13][CH:12]=[CH:11][CH:10]=1.[F:33][P-:34]([F:39])([F:38])([F:37])([F:36])[F:35].[K+].O. Product: [F:33][P-:34]([F:39])([F:38])([F:37])([F:36])[F:35].[C:27]1([S+:15]([C:9]2[CH:10]=[CH:11][CH:12]=[CH:13][CH:14]=2)[C:16]2[CH:25]=[C:24]3[C:19]([CH:20]=[CH:21][C:22](=[O:26])[O:23]3)=[CH:18][CH:17]=2)[CH:28]=[CH:29][CH:30]=[CH:31][CH:32]=1. The catalyst class is: 4.